This data is from NCI-60 drug combinations with 297,098 pairs across 59 cell lines. The task is: Regression. Given two drug SMILES strings and cell line genomic features, predict the synergy score measuring deviation from expected non-interaction effect. (1) Drug 1: CC1C(C(CC(O1)OC2CC(CC3=C2C(=C4C(=C3O)C(=O)C5=C(C4=O)C(=CC=C5)OC)O)(C(=O)CO)O)N)O.Cl. Drug 2: C1CC(=O)NC(=O)C1N2C(=O)C3=CC=CC=C3C2=O. Cell line: RXF 393. Synergy scores: CSS=-0.237, Synergy_ZIP=1.64, Synergy_Bliss=3.74, Synergy_Loewe=-0.796, Synergy_HSA=0.172. (2) Synergy scores: CSS=39.0, Synergy_ZIP=-9.35, Synergy_Bliss=1.47, Synergy_Loewe=4.84, Synergy_HSA=6.19. Drug 2: CC1=C(N=C(N=C1N)C(CC(=O)N)NCC(C(=O)N)N)C(=O)NC(C(C2=CN=CN2)OC3C(C(C(C(O3)CO)O)O)OC4C(C(C(C(O4)CO)O)OC(=O)N)O)C(=O)NC(C)C(C(C)C(=O)NC(C(C)O)C(=O)NCCC5=NC(=CS5)C6=NC(=CS6)C(=O)NCCC[S+](C)C)O. Drug 1: CC1=C(C(=CC=C1)Cl)NC(=O)C2=CN=C(S2)NC3=CC(=NC(=N3)C)N4CCN(CC4)CCO. Cell line: UO-31. (3) Drug 1: C(=O)(N)NO. Drug 2: CCCCC(=O)OCC(=O)C1(CC(C2=C(C1)C(=C3C(=C2O)C(=O)C4=C(C3=O)C=CC=C4OC)O)OC5CC(C(C(O5)C)O)NC(=O)C(F)(F)F)O. Cell line: SR. Synergy scores: CSS=83.9, Synergy_ZIP=2.90, Synergy_Bliss=2.34, Synergy_Loewe=-1.22, Synergy_HSA=1.80. (4) Drug 1: CN(C)C1=NC(=NC(=N1)N(C)C)N(C)C. Drug 2: C1C(C(OC1N2C=NC3=C2NC=NCC3O)CO)O. Cell line: HCT116. Synergy scores: CSS=-1.40, Synergy_ZIP=-0.534, Synergy_Bliss=-2.34, Synergy_Loewe=-2.14, Synergy_HSA=-2.24.